The task is: Predict which catalyst facilitates the given reaction.. This data is from Catalyst prediction with 721,799 reactions and 888 catalyst types from USPTO. (1) Reactant: [C:1]([C:3]1[CH:15]=[CH:14][C:6]([CH2:7][N:8]2[CH2:13][CH2:12][O:11][CH2:10][CH2:9]2)=[CH:5][CH:4]=1)#[CH:2].[CH3:16][C:17]1([CH3:24])[C:21]([CH3:23])([CH3:22])[O:20][BH:19][O:18]1. Product: [CH3:16][C:17]1([CH3:24])[C:21]([CH3:23])([CH3:22])[O:20][B:19](/[CH:2]=[CH:1]/[C:3]2[CH:15]=[CH:14][C:6]([CH2:7][N:8]3[CH2:9][CH2:10][O:11][CH2:12][CH2:13]3)=[CH:5][CH:4]=2)[O:18]1. The catalyst class is: 4. (2) Reactant: [Sn].[Cl-].[NH4+].[Cl:4][C:5]1[NH:10][C:9](=[O:11])[C:8]([N+:12]([O-])=O)=[CH:7][CH:6]=1.[CH3:15][C:16]([O:19][C:20](O[C:20]([O:19][C:16]([CH3:18])([CH3:17])[CH3:15])=[O:21])=[O:21])([CH3:18])[CH3:17]. Product: [C:16]([O:19][C:20](=[O:21])[NH:12][C:8]1[C:9](=[O:11])[NH:10][C:5]([Cl:4])=[CH:6][CH:7]=1)([CH3:18])([CH3:17])[CH3:15]. The catalyst class is: 92. (3) Reactant: [NH2:1][C:2]1[N:6]([C:7]2[CH:12]=[CH:11][CH:10]=[CH:9][CH:8]=2)[NH:5][C:4](=[O:13])[C:3]=1[CH3:14].C([O-])([O-])=O.[K+].[K+].Br[CH2:22][CH3:23].CCOC(C)=O. Product: [CH2:22]([O:13][C:4]1[C:3]([CH3:14])=[C:2]([NH2:1])[N:6]([C:7]2[CH:12]=[CH:11][CH:10]=[CH:9][CH:8]=2)[N:5]=1)[CH3:23]. The catalyst class is: 3. (4) Reactant: [Cl:1][C:2]1[CH:10]=[CH:9][C:8]([I:11])=[CH:7][C:3]=1[C:4](O)=[O:5].C(Cl)(=O)C([Cl:15])=O. Product: [Cl:1][C:2]1[CH:10]=[CH:9][C:8]([I:11])=[CH:7][C:3]=1[C:4]([Cl:15])=[O:5]. The catalyst class is: 85. (5) Reactant: [NH:1]1[CH2:6][CH2:5][O:4][CH2:3][CH2:2]1.[F:7][C:8]([F:47])([F:46])[C:9]1[CH:10]=[C:11]([C@H:19]2[O:23][C:22](=[O:24])[N:21]([CH2:25][C:26]3[C:31]([C:32]4[C:33]([O:39][CH3:40])=[N:34][CH:35]=[C:36]([Cl:38])[CH:37]=4)=[CH:30][N:29]=[C:28](S(C)(=O)=O)[N:27]=3)[C@H:20]2[CH3:45])[CH:12]=[C:13]([C:15]([F:18])([F:17])[F:16])[CH:14]=1. Product: [F:47][C:8]([F:7])([F:46])[C:9]1[CH:10]=[C:11]([C@H:19]2[O:23][C:22](=[O:24])[N:21]([CH2:25][C:26]3[C:31]([C:32]4[C:33]([O:39][CH3:40])=[N:34][CH:35]=[C:36]([Cl:38])[CH:37]=4)=[CH:30][N:29]=[C:28]([N:1]4[CH2:6][CH2:5][O:4][CH2:3][CH2:2]4)[N:27]=3)[C@H:20]2[CH3:45])[CH:12]=[C:13]([C:15]([F:18])([F:17])[F:16])[CH:14]=1. The catalyst class is: 1. (6) Product: [CH:1]([N:14]1[CH2:17][CH:16]([NH:24][CH3:23])[CH2:15]1)([C:8]1[CH:13]=[CH:12][CH:11]=[CH:10][CH:9]=1)[C:2]1[CH:7]=[CH:6][CH:5]=[CH:4][CH:3]=1. The catalyst class is: 41. Reactant: [CH:1]([N:14]1[CH2:17][CH:16](OS(C)(=O)=O)[CH2:15]1)([C:8]1[CH:13]=[CH:12][CH:11]=[CH:10][CH:9]=1)[C:2]1[CH:7]=[CH:6][CH:5]=[CH:4][CH:3]=1.[CH3:23][NH2:24].CC(O)=O. (7) Reactant: [F:1][C:2]1[CH:27]=[CH:26][C:5]([O:6][C:7]2[CH:12]=[CH:11][C:10]([S:13]([NH:16][CH2:17][CH2:18][C:19]3[CH:24]=[CH:23][CH:22]=[CH:21][C:20]=3[OH:25])(=[O:15])=[O:14])=[CH:9][CH:8]=2)=[CH:4][CH:3]=1.C1(P(C2C=CC=CC=2)C2C=CC=CC=2)C=CC=CC=1.CCOC(/N=N/C(OCC)=O)=O.[N:59]1([CH2:65][CH2:66]O)[CH2:64][CH2:63][CH2:62][CH2:61][CH2:60]1.FC1C=CC(OC2C=CC(S(N3CCC4C(=CC=C(OCCCN5CCN(C)CC5)C=4)C3C(OC)=O)(=O)=O)=CC=2)=CC=1. Product: [F:1][C:2]1[CH:27]=[CH:26][C:5]([O:6][C:7]2[CH:12]=[CH:11][C:10]([S:13]([NH:16][CH2:17][CH2:18][C:19]3[CH:24]=[CH:23][CH:22]=[CH:21][C:20]=3[O:25][CH2:66][CH2:65][N:59]3[CH2:64][CH2:63][CH2:62][CH2:61][CH2:60]3)(=[O:15])=[O:14])=[CH:9][CH:8]=2)=[CH:4][CH:3]=1. The catalyst class is: 1.